From a dataset of Reaction yield outcomes from USPTO patents with 853,638 reactions. Predict the reaction yield, written as a fraction of the theoretical maximum amount of product (1.0 means a 100% yield; for example, 0.34 means a 34% yield). The product is [CH2:15]([S:22][CH2:23][C@H:24]1[N:25]([S:39]([CH3:42])(=[O:41])=[O:40])[CH2:26][C@H:27]([SH:29])[CH2:28]1)[C:16]1[CH:17]=[CH:18][CH:19]=[CH:20][CH:21]=1. The catalyst is C(O)(C(F)(F)F)=O. The reactants are C(O)(C(F)(F)F)=O.C([SiH](CC)CC)C.[CH2:15]([S:22][CH2:23][C@@H:24]1[CH2:28][C@@H:27]([S:29]CC2C=CC(OC)=CC=2)[CH2:26][N:25]1[S:39]([CH3:42])(=[O:41])=[O:40])[C:16]1[CH:21]=[CH:20][CH:19]=[CH:18][CH:17]=1.C([SiH](CC)CC)C. The yield is 0.210.